Dataset: Reaction yield outcomes from USPTO patents with 853,638 reactions. Task: Predict the reaction yield, written as a fraction of the theoretical maximum amount of product (1.0 means a 100% yield; for example, 0.34 means a 34% yield). The reactants are [CH2:1]([O:4][C@@H:5]1[C@@H:9]([CH2:10][O:11][Si](C(C)(C)C)(C)C)[O:8][C@@H:7]([N:19]2[C:32]3[N:31]=[CH:30][N:29]=[C:23]([N:24]=CN(C)C)[C:22]=3[N:21]=[CH:20]2)[CH2:6]1)[CH:2]=[CH2:3]. The catalyst is C1COCC1.CCCC[N+](CCCC)(CCCC)CCCC.[F-]. The product is [CH2:1]([O:4][C@@H:5]1[C@@H:9]([CH2:10][OH:11])[O:8][C@@H:7]([N:19]2[C:32]3[N:31]=[CH:30][N:29]=[C:23]([NH2:24])[C:22]=3[N:21]=[CH:20]2)[CH2:6]1)[CH:2]=[CH2:3]. The yield is 0.990.